Predict the reaction yield, written as a fraction of the theoretical maximum amount of product (1.0 means a 100% yield; for example, 0.34 means a 34% yield). From a dataset of Reaction yield outcomes from USPTO patents with 853,638 reactions. (1) The reactants are Cl.Cl.[NH2:3][CH2:4][C@@:5]1([OH:13])[CH:10]2[CH2:11][CH2:12][N:7]([CH2:8][CH2:9]2)[CH2:6]1.C([O-])([O-])=O.[Cs+].[Cs+].[N:20]([C:23]1[CH:28]=[N:27][C:26]([S:29][CH3:30])=[CH:25][N:24]=1)=[C:21]=S.C(N=C=NC(C)C)(C)C. The catalyst is CN(C)C=O. The product is [CH3:30][S:29][C:26]1[N:27]=[CH:28][C:23]([NH:20][C:21]2[O:13][C@:5]3([CH2:4][N:3]=2)[CH:10]2[CH2:9][CH2:8][N:7]([CH2:12][CH2:11]2)[CH2:6]3)=[N:24][CH:25]=1. The yield is 0.160. (2) The reactants are Cl[C:2]1[C:3]([C:16]2[CH:21]=[CH:20][C:19]([F:22])=[CH:18][CH:17]=2)=[N:4][C:5]2[C:10]([N:11]=1)=[CH:9][C:8]([C:12]([O:14][CH3:15])=[O:13])=[CH:7][CH:6]=2.[NH2:23][C:24]1[C:25]([CH3:30])=[CH:26][CH:27]=[CH:28][CH:29]=1. No catalyst specified. The product is [C:25]1([CH3:30])[C:24]([NH:23][C:2]2[C:3]([C:16]3[CH:21]=[CH:20][C:19]([F:22])=[CH:18][CH:17]=3)=[N:4][C:5]3[C:10]([N:11]=2)=[CH:9][C:8]([C:12]([O:14][CH3:15])=[O:13])=[CH:7][CH:6]=3)=[CH:29][CH:28]=[CH:27][CH:26]=1. The yield is 0.370. (3) The reactants are [Br:1][C:2]1[CH:3]=[C:4]([CH:8]([N:12]2[CH:16]=[C:15]([C:17]3[C:18]4[CH:25]=[CH:24][N:23]([CH2:26][O:27][CH2:28][CH2:29][Si:30]([CH3:33])([CH3:32])[CH3:31])[C:19]=4[N:20]=[CH:21][N:22]=3)[CH:14]=[N:13]2)[CH2:9][CH:10]=O)[CH:5]=[CH:6][CH:7]=1.CN(C)C(=O)C.C1(P(C2C=CC=CC=2)C2C=CC=CC=2)C=CC=CC=1.Br[C:60](Br)([F:62])[F:61]. The catalyst is C1COCC1.[Zn]. The yield is 0.400. The product is [Br:1][C:2]1[CH:3]=[C:4]([CH:8]([N:12]2[CH:16]=[C:15]([C:17]3[C:18]4[CH:25]=[CH:24][N:23]([CH2:26][O:27][CH2:28][CH2:29][Si:30]([CH3:32])([CH3:31])[CH3:33])[C:19]=4[N:20]=[CH:21][N:22]=3)[CH:14]=[N:13]2)[CH2:9][CH:10]=[C:60]([F:62])[F:61])[CH:5]=[CH:6][CH:7]=1. (4) The reactants are [NH2:1][C:2]1[CH:18]=[CH:17][CH:16]=[C:15]([CH3:19])[C:3]=1[C:4]([NH:6][CH:7]1[CH2:12][CH2:11][C:10](=[O:13])[NH:9][C:8]1=[O:14])=[O:5].[C:20](OCC)(OCC)(OCC)[CH3:21]. The catalyst is CN(C=O)C. The product is [CH3:20][C:21]1[N:6]([CH:7]2[CH2:12][CH2:11][C:10](=[O:13])[NH:9][C:8]2=[O:14])[C:4](=[O:5])[C:3]2[C:2](=[CH:18][CH:17]=[CH:16][C:15]=2[CH3:19])[N:1]=1. The yield is 0.430. (5) The reactants are C(N(CC)CC)C.BrC(C)(C)C(O[C:13]1[CH:14]=[C:15]([CH:19]=[C:20]([O:22][C:23](=O)[C:24](Br)([CH3:26])C)[CH:21]=1)C(Cl)=O)=O. The catalyst is C(Cl)Cl. The product is [O:22]1[C:20]2[C:19](=[CH:15][CH:14]=[CH:13][CH:21]=2)[CH:26]=[CH:24][CH2:23]1. The yield is 0.590. (6) The reactants are [Br:1][C:2]1[N:3]=[C:4]([NH:15]CC2C=CC(OC)=CC=2OC)[C:5]([NH:8][CH2:9][C:10](OCC)=[O:11])=[N:6][CH:7]=1.CO.[C:29]([OH:35])([C:31]([F:34])([F:33])[F:32])=[O:30]. No catalyst specified. The product is [F:32][C:31]([F:34])([F:33])[C:29]([OH:35])=[O:30].[Br:1][C:2]1[N:3]=[C:4]2[NH:15][C:10](=[O:11])[CH2:9][NH:8][C:5]2=[N:6][CH:7]=1. The yield is 0.960. (7) The reactants are Br[C:2]1[N:6]([CH3:7])[C:5]([CH3:8])=[N:4][CH:3]=1.CC1(C)C(C)(C)OB([C:17]2[CH:18]=[C:19]3[C:24](=[C:25]([O:27][CH2:28][O:29][CH2:30][CH2:31][Si:32]([CH3:35])([CH3:34])[CH3:33])[CH:26]=2)[N:23]=[CH:22][N:21]([CH2:36][O:37][CH2:38][CH2:39][Si:40]([CH3:43])([CH3:42])[CH3:41])[C:20]3=[O:44])O1.C(=O)([O-])[O-].[K+].[K+].O. The catalyst is CN(C)C=O.C1(P([C-]2C=CC=C2)C2C=CC=CC=2)C=CC=CC=1.[C-]1(P(C2C=CC=CC=2)C2C=CC=CC=2)C=CC=C1.[Fe+2].[Pd](Cl)Cl. The product is [CH3:7][N:6]1[C:2]([C:17]2[CH:18]=[C:19]3[C:24](=[C:25]([O:27][CH2:28][O:29][CH2:30][CH2:31][Si:32]([CH3:35])([CH3:33])[CH3:34])[CH:26]=2)[N:23]=[CH:22][N:21]([CH2:36][O:37][CH2:38][CH2:39][Si:40]([CH3:43])([CH3:42])[CH3:41])[C:20]3=[O:44])=[CH:3][N:4]=[C:5]1[CH3:8]. The yield is 0.140. (8) The reactants are [NH2:1][C:2]([NH2:4])=[S:3].Br[CH2:6][C:7]([C:9]1[CH:18]=[CH:17][C:16]2[NH:15][C:14](=[O:19])[C:13]3[NH:20][CH:21]=[CH:22][C:12]=3[C:11]=2[CH:10]=1)=O.[CH2:23]([C:25]([O-:27])=[O:26])[CH3:24].C(N(CC)CC)C. The catalyst is C(O)C. The yield is 0.170. The product is [NH2:1][C:2]1[S:3][CH:6]=[C:7]([C:9]2[CH:18]=[CH:17][C:16]3[NH:15][C:14](=[O:19])[C:13]4[NH:20][CH:21]=[CH:22][C:12]=4[C:11]=3[CH:10]=2)[N:4]=1.[CH2:23]([C:25]([O-:27])=[O:26])[CH3:24]. (9) The reactants are [CH3:1][C@H:2]1[CH2:7][NH:6][CH2:5][C@@H:4]([CH3:8])[NH:3]1.[Cl:9][C:10]1[CH:20]=[CH:19][C:13]([O:14][CH2:15][C:16](Cl)=[O:17])=[CH:12][CH:11]=1.C(N(CC)CC)C. The catalyst is CO.CCOCC. The product is [Cl:9][C:10]1[CH:20]=[CH:19][C:13]([O:14][CH2:15][C:16]([N:6]2[CH2:5][C@H:4]([CH3:8])[NH:3][C@H:2]([CH3:1])[CH2:7]2)=[O:17])=[CH:12][CH:11]=1. The yield is 0.800. (10) The reactants are [C:1]([N:8]1[CH2:13][CH2:12][NH:11][CH2:10][CH2:9]1)([O:3][C:4]([CH3:7])([CH3:6])[CH3:5])=[O:2].C(O[BH-](O[C:24](=O)[CH3:25])OC(=O)C)(=O)C.[Na+]. The catalyst is ClCCCl. The product is [CH3:1][N:8]1[CH:9]=[CH:10][N:11]=[C:24]1[CH2:25][N:11]1[CH2:10][CH2:9][N:8]([C:1]([O:3][C:4]([CH3:7])([CH3:6])[CH3:5])=[O:2])[CH2:13][CH2:12]1. The yield is 0.320.